Task: Predict which catalyst facilitates the given reaction.. Dataset: Catalyst prediction with 721,799 reactions and 888 catalyst types from USPTO (1) Reactant: ClC1C=C(C2ON=C(CN3CCCCN4C(C5C=CN=CC=5)=NN=C34)N=2)C=CC=1.Cl[CH2:31][C:32]1[N:36]=[C:35]([C:37]2[CH:42]=[CH:41][CH:40]=[C:39]([Cl:43])[CH:38]=2)[O:34][N:33]=1.[F:44][C:45]([F:57])([F:56])[C:46]1[N:50]2[CH2:51][CH2:52][CH2:53][CH2:54][NH:55][C:49]2=[N:48][N:47]=1. Product: [Cl:43][C:39]1[CH:38]=[C:37]([C:35]2[O:34][N:33]=[C:32]([CH2:31][N:55]3[CH2:54][CH2:53][CH2:52][CH2:51][N:50]4[C:46]([C:45]([F:57])([F:44])[F:56])=[N:47][N:48]=[C:49]34)[N:36]=2)[CH:42]=[CH:41][CH:40]=1. The catalyst class is: 425. (2) Reactant: [C:1]1([C:7]2[N:11]=[C:10]([N:12]3[CH2:17][CH2:16][NH:15][CH2:14][CH2:13]3)[S:9][N:8]=2)[CH:6]=[CH:5][CH:4]=[CH:3][CH:2]=1.C(N(CC)CC)C.[CH3:25][O:26][C:27]1[CH:28]=[C:29]([N:35]=[C:36]=[O:37])[CH:30]=[CH:31][C:32]=1[O:33][CH3:34]. Product: [CH3:25][O:26][C:27]1[CH:28]=[C:29]([NH:35][C:36]([N:15]2[CH2:16][CH2:17][N:12]([C:10]3[S:9][N:8]=[C:7]([C:1]4[CH:2]=[CH:3][CH:4]=[CH:5][CH:6]=4)[N:11]=3)[CH2:13][CH2:14]2)=[O:37])[CH:30]=[CH:31][C:32]=1[O:33][CH3:34]. The catalyst class is: 7. (3) The catalyst class is: 2. Product: [Br:1][C:2]1[CH:3]=[C:4]([CH:7]=[C:8]([Br:16])[C:9]=1[S:10](=[O:15])(=[O:14])[N:11]([CH3:13])[CH3:12])[CH2:5][Cl:19]. Reactant: [Br:1][C:2]1[CH:3]=[C:4]([CH:7]=[C:8]([Br:16])[C:9]=1[S:10](=[O:15])(=[O:14])[N:11]([CH3:13])[CH3:12])[CH2:5]O.S(Cl)([Cl:19])=O.